Dataset: Full USPTO retrosynthesis dataset with 1.9M reactions from patents (1976-2016). Task: Predict the reactants needed to synthesize the given product. (1) Given the product [NH2:8][CH2:9][CH2:10][CH2:11][O:12][C:13]1[C:14]([O:23][CH3:24])=[CH:15][C:16]([C:17]([O:19][CH3:20])=[O:18])=[C:21]([N+:25]([O-:27])=[O:26])[CH:22]=1, predict the reactants needed to synthesize it. The reactants are: C(OC([NH:8][CH2:9][CH2:10][CH2:11][O:12][C:13]1[CH:22]=[CH:21][C:16]([C:17]([O:19][CH3:20])=[O:18])=[CH:15][C:14]=1[O:23][CH3:24])=O)(C)(C)C.[N+:25]([O-])([OH:27])=[O:26].C(Cl)(Cl)Cl. (2) Given the product [NH2:22][C:23]1[N:28]=[CH:27][C:26]([CH:29]2[CH2:30][CH2:31][N:32]([C:35](=[O:38])[CH2:36][CH3:37])[CH2:33][CH2:34]2)=[N:25][C:24]=1[C:39]1[O:40][C:49]([C:48]2[CH:52]=[CH:53][C:45]([CH2:44][Br:43])=[CH:46][CH:47]=2)=[N:42][N:41]=1, predict the reactants needed to synthesize it. The reactants are: BrP(Br)(C1C=CC=CC=1)(C1C=CC=CC=1)C1C=CC=CC=1.[NH2:22][C:23]1[C:24]([C:39]([NH:41][NH2:42])=[O:40])=[N:25][C:26]([CH:29]2[CH2:34][CH2:33][N:32]([C:35](=[O:38])[CH2:36][CH3:37])[CH2:31][CH2:30]2)=[CH:27][N:28]=1.[Br:43][CH2:44][C:45]1[CH:53]=[CH:52][C:48]([C:49](O)=O)=[CH:47][CH:46]=1.CCN(C(C)C)C(C)C. (3) Given the product [NH2:7][C:8]1[N:9]=[C:10]([C:24]#[C:25][C:26]2[CH:31]=[CH:30][CH:29]=[CH:28][CH:27]=2)[C:11]([NH:14][S:15]([C:18]2[CH:23]=[CH:22][CH:21]=[CH:20][CH:19]=2)(=[O:17])=[O:16])=[CH:12][CH:13]=1, predict the reactants needed to synthesize it. The reactants are: C(OC(=O)[NH:7][C:8]1[CH:13]=[CH:12][C:11]([NH:14][S:15]([C:18]2[CH:23]=[CH:22][CH:21]=[CH:20][CH:19]=2)(=[O:17])=[O:16])=[C:10]([C:24]#[C:25][C:26]2[CH:31]=[CH:30][CH:29]=[CH:28][CH:27]=2)[N:9]=1)(C)(C)C.C(Cl)Cl.C(O)(C(F)(F)F)=O. (4) Given the product [Cl:19][C:4]1[C:3]([CH3:20])=[C:2]([B:30]2[O:34][C:33]([CH3:36])([CH3:35])[C:32]([CH3:38])([CH3:37])[O:31]2)[CH:18]=[CH:17][C:5]=1[O:6][Si:7]([CH:14]([CH3:16])[CH3:15])([CH:11]([CH3:13])[CH3:12])[CH:8]([CH3:10])[CH3:9], predict the reactants needed to synthesize it. The reactants are: Br[C:2]1[CH:18]=[CH:17][C:5]([O:6][Si:7]([CH:14]([CH3:16])[CH3:15])([CH:11]([CH3:13])[CH3:12])[CH:8]([CH3:10])[CH3:9])=[C:4]([Cl:19])[C:3]=1[CH3:20].[Li]CCCC.C(O[B:30]1[O:34][C:33]([CH3:36])([CH3:35])[C:32]([CH3:38])([CH3:37])[O:31]1)(C)C. (5) Given the product [Cl:1][C:2]1[CH:7]=[CH:6][C:5]([S:8]([N:11]([CH2:12][C:13]2[CH:18]=[CH:17][C:16]([C:19]#[N:20])=[CH:15][CH:14]=2)[CH2:26][C:25]2[CH:28]=[CH:29][CH:30]=[C:23]([O:22][CH3:21])[CH:24]=2)(=[O:9])=[O:10])=[CH:4][CH:3]=1, predict the reactants needed to synthesize it. The reactants are: [Cl:1][C:2]1[CH:7]=[CH:6][C:5]([S:8]([NH:11][CH2:12][C:13]2[CH:18]=[CH:17][C:16]([C:19]#[N:20])=[CH:15][CH:14]=2)(=[O:10])=[O:9])=[CH:4][CH:3]=1.[CH3:21][O:22][C:23]1[CH:24]=[C:25]([CH:28]=[CH:29][CH:30]=1)[CH2:26]Br. (6) The reactants are: O[C@H]1CCCC[C@@H]1N1C(=O)C2C(=C3C=CC=CC3=CC=2)N=C1.[OH:23][C@@H:24]1[CH2:29][CH2:28][CH2:27][CH2:26][C@H:25]1[N:30]1[C:39](=[O:40])[C:38]2[C:33](=[C:34]3[CH:53]=[CH:52][CH:51]=[CH:50][C:35]3=[C:36]([CH2:41][C:42]3[CH:43]=[CH:44][C:45]([CH:48]=[O:49])=[N:46][CH:47]=3)[CH:37]=2)[N:32]=[CH:31]1.[BH4-].[Na+].[Cl-].[NH4+]. Given the product [OH:23][C@@H:24]1[CH2:29][CH2:28][CH2:27][CH2:26][C@H:25]1[N:30]1[C:39](=[O:40])[C:38]2[C:33](=[C:34]3[CH:53]=[CH:52][CH:51]=[CH:50][C:35]3=[C:36]([CH2:41][C:42]3[CH:43]=[CH:44][C:45]([CH:48]=[O:49])=[N:46][CH:47]=3)[CH:37]=2)[N:32]=[CH:31]1.[OH:23][C@@H:24]1[CH2:29][CH2:28][CH2:27][CH2:26][C@H:25]1[N:30]1[C:39](=[O:40])[C:38]2[C:33](=[C:34]3[CH:53]=[CH:52][CH:51]=[CH:50][C:35]3=[C:36]([CH2:41][C:42]3[CH:47]=[N:46][C:45]([CH2:48][OH:49])=[CH:44][CH:43]=3)[CH:37]=2)[N:32]=[CH:31]1, predict the reactants needed to synthesize it. (7) Given the product [CH3:10][C:9]([CH3:12])([CH3:11])[CH:7]([C:3]1[CH:2]=[N:1][CH:6]=[CH:5][CH:4]=1)[OH:8], predict the reactants needed to synthesize it. The reactants are: [N:1]1[CH:6]=[CH:5][CH:4]=[C:3]([CH:7]=[O:8])[CH:2]=1.[C:9]([Li])([CH3:12])([CH3:11])[CH3:10].[Cl-].[NH4+].C(OCC)(=O)C.